Dataset: Forward reaction prediction with 1.9M reactions from USPTO patents (1976-2016). Task: Predict the product of the given reaction. (1) Given the reactants Cl[C:2]1[N:3]=[CH:4][C:5](/[CH:8]=[CH:9]/[C:10]([O:12][CH2:13][CH3:14])=[O:11])=[N:6][CH:7]=1.Cl.Cl.[CH:17]1([N:23]2[CH2:27][CH2:26][C@@H:25]([NH2:28])[CH2:24]2)[CH2:22][CH2:21][CH2:20][CH2:19][CH2:18]1.C([O-])([O-])=O.[K+].[K+], predict the reaction product. The product is: [CH:17]1([N:23]2[CH2:27][CH2:26][C@@H:25]([NH:28][C:2]3[N:3]=[CH:4][C:5](/[CH:8]=[CH:9]/[C:10]([O:12][CH2:13][CH3:14])=[O:11])=[N:6][CH:7]=3)[CH2:24]2)[CH2:22][CH2:21][CH2:20][CH2:19][CH2:18]1. (2) Given the reactants [F:1][C:2]1[CH:3]=[C:4]([C@@H:8]2[NH:13][C:12](=[O:14])[C@H:11]([CH2:15][CH:16]([CH3:18])[CH3:17])[NH:10][CH2:9]2)[CH:5]=[CH:6][CH:7]=1.[F:19][C:20]1[CH:25]=[CH:24][C:23]([C:26]2[O:30][N:29]=[C:28]([C:31](O)=[O:32])[CH:27]=2)=[CH:22][CH:21]=1.C([C@@H]1N(C(=O)/C=C/C2C=CC=CC=2)C[C@H](CC(C)C)NC1=O)C(C)C, predict the reaction product. The product is: [F:1][C:2]1[CH:3]=[C:4]([C@@H:8]2[NH:13][C:12](=[O:14])[C@H:11]([CH2:15][CH:16]([CH3:18])[CH3:17])[N:10]([C:31]([C:28]3[CH:27]=[C:26]([C:23]4[CH:24]=[CH:25][C:20]([F:19])=[CH:21][CH:22]=4)[O:30][N:29]=3)=[O:32])[CH2:9]2)[CH:5]=[CH:6][CH:7]=1.